This data is from Full USPTO retrosynthesis dataset with 1.9M reactions from patents (1976-2016). The task is: Predict the reactants needed to synthesize the given product. (1) Given the product [C:2]([C:6]1[CH:7]=[CH:8][C:9]([C:12]2[CH:13]([OH:31])[CH:14]([CH2:27][N:28]([CH3:29])[CH3:30])[CH2:15][C:16]=2[C:17]2[CH:18]=[CH:19][C:20]([S:23]([CH3:26])(=[O:25])=[O:24])=[CH:21][CH:22]=2)=[CH:10][CH:11]=1)([CH3:5])([CH3:3])[CH3:4], predict the reactants needed to synthesize it. The reactants are: Cl.[C:2]([C:6]1[CH:11]=[CH:10][C:9]([C:12]2[C:13](=[O:31])[CH:14]([CH2:27][N:28]([CH3:30])[CH3:29])[CH2:15][C:16]=2[C:17]2[CH:22]=[CH:21][C:20]([S:23]([CH3:26])(=[O:25])=[O:24])=[CH:19][CH:18]=2)=[CH:8][CH:7]=1)([CH3:5])([CH3:4])[CH3:3].[BH4-].[Na+]. (2) Given the product [CH:49]1([NH:52][C:33]([C:30]2[CH:31]=[CH:32][C:27]([C:24]3[CH:23]=[CH:22][C:21]([CH2:20][C@H:19]([NH:18][C:16]([C@H:13]4[CH2:12][CH2:11][C@H:10]([CH2:9][NH:8][C:6](=[O:7])[O:5][C:1]([CH3:2])([CH3:3])[CH3:4])[CH2:15][CH2:14]4)=[O:17])[C:37]([NH:39][C:40]4[CH:48]=[C:47]5[C:43]([CH:44]=[N:45][NH:46]5)=[CH:42][CH:41]=4)=[O:38])=[CH:26][CH:25]=3)=[C:28]([CH3:36])[CH:29]=2)=[O:34])[CH2:51][CH2:50]1, predict the reactants needed to synthesize it. The reactants are: [C:1]([O:5][C:6]([NH:8][CH2:9][C@H:10]1[CH2:15][CH2:14][C@H:13]([C:16]([NH:18][C@H:19]([C:37]([NH:39][C:40]2[CH:48]=[C:47]3[C:43]([CH:44]=[N:45][NH:46]3)=[CH:42][CH:41]=2)=[O:38])[CH2:20][C:21]2[CH:26]=[CH:25][C:24]([C:27]3[CH:32]=[CH:31][C:30]([C:33](O)=[O:34])=[CH:29][C:28]=3[CH3:36])=[CH:23][CH:22]=2)=[O:17])[CH2:12][CH2:11]1)=[O:7])([CH3:4])([CH3:3])[CH3:2].[CH:49]1([NH2:52])[CH2:51][CH2:50]1.C(N(CC)C(C)C)(C)C.CN(C(ON1N=NC2C=CC=NC1=2)=[N+](C)C)C.F[P-](F)(F)(F)(F)F. (3) Given the product [Cl:1][C:2]1[CH:7]=[CH:6][C:5]([CH2:8][C@@H:9]([NH:24][C:25]([C@@H:27]2[CH2:36][C:35]3[C:30](=[CH:31][CH:32]=[CH:33][CH:34]=3)[CH2:29][NH:28]2)=[O:26])[C:10](=[O:23])[N:11]2[CH2:12][CH2:13][N:14]([C:17]3[CH:22]=[CH:21][CH:20]=[CH:19][N:18]=3)[CH2:15][CH2:16]2)=[CH:4][CH:3]=1, predict the reactants needed to synthesize it. The reactants are: [Cl:1][C:2]1[CH:7]=[CH:6][C:5]([CH2:8][C@@H:9]([NH:24][C:25]([C@@H:27]2[CH2:36][C:35]3[C:30](=[CH:31][CH:32]=[CH:33][CH:34]=3)[CH2:29][N:28]2C(OC(C)(C)C)=O)=[O:26])[C:10](=[O:23])[N:11]2[CH2:16][CH2:15][N:14]([C:17]3[CH:22]=[CH:21][CH:20]=[CH:19][N:18]=3)[CH2:13][CH2:12]2)=[CH:4][CH:3]=1.Cl. (4) Given the product [CH3:11][O:12][C:13]1[CH:26]=[CH:25][C:16]([CH2:17][S:18]([C:21]2[C:22](=[O:23])[O:10][C:4]3[C:5]([CH:6]=2)=[CH:8][CH:9]=[C:2]([OH:1])[CH:3]=3)(=[O:19])=[O:20])=[CH:15][C:14]=1[N+:27]([O-:29])=[O:28], predict the reactants needed to synthesize it. The reactants are: [OH:1][C:2]1[CH:3]=[C:4]([OH:10])[C:5](=[CH:8][CH:9]=1)[CH:6]=O.[CH3:11][O:12][C:13]1[CH:26]=[CH:25][C:16]([CH2:17][S:18]([CH2:21][C:22](O)=[O:23])(=[O:20])=[O:19])=[CH:15][C:14]=1[N+:27]([O-:29])=[O:28].